Predict the reaction yield, written as a fraction of the theoretical maximum amount of product (1.0 means a 100% yield; for example, 0.34 means a 34% yield). From a dataset of Reaction yield outcomes from USPTO patents with 853,638 reactions. The yield is 0.480. The reactants are [CH3:1][N:2]1[C:6]([CH3:7])=[CH:5][C:4]([NH:8][C:9]2[C:14](=[O:15])[N:13]([CH3:16])[CH:12]=[C:11]([C:17]3[C:22]([CH:23]=[O:24])=[C:21]([N:25]4[CH:37]=[CH:36][C:35]5[N:34]6[C:29]([CH2:30][CH2:31][CH2:32][CH2:33]6)=[CH:28][C:27]=5[C:26]4=[O:38])[N:20]=[CH:19][CH:18]=3)[CH:10]=2)=[N:3]1.[BH4-].[Na+]. The catalyst is CO. The product is [CH3:1][N:2]1[C:6]([CH3:7])=[CH:5][C:4]([NH:8][C:9]2[C:14](=[O:15])[N:13]([CH3:16])[CH:12]=[C:11]([C:17]3[CH:18]=[CH:19][N:20]=[C:21]([N:25]4[CH:37]=[CH:36][C:35]5[N:34]6[C:29]([CH2:30][CH2:31][CH2:32][CH2:33]6)=[CH:28][C:27]=5[C:26]4=[O:38])[C:22]=3[CH2:23][OH:24])[CH:10]=2)=[N:3]1.